This data is from Catalyst prediction with 721,799 reactions and 888 catalyst types from USPTO. The task is: Predict which catalyst facilitates the given reaction. (1) Reactant: N1C=CC=CC=1.[CH3:7][O:8][C:9](=[O:36])[CH2:10][C:11]1[CH:16]=[C:15]([OH:17])[CH:14]=[C:13]([O:18][Si:19]([C:32]([CH3:35])([CH3:34])[CH3:33])([C:26]2[CH:31]=[CH:30][CH:29]=[CH:28][CH:27]=2)[C:20]2[CH:25]=[CH:24][CH:23]=[CH:22][CH:21]=2)[CH:12]=1.[F:37][C:38]([F:51])([F:50])[S:39](O[S:39]([C:38]([F:51])([F:50])[F:37])(=[O:41])=[O:40])(=[O:41])=[O:40]. Product: [CH3:7][O:8][C:9](=[O:36])[CH2:10][C:11]1[CH:16]=[C:15]([O:17][S:39]([C:38]([F:51])([F:50])[F:37])(=[O:41])=[O:40])[CH:14]=[C:13]([O:18][Si:19]([C:32]([CH3:33])([CH3:35])[CH3:34])([C:26]2[CH:31]=[CH:30][CH:29]=[CH:28][CH:27]=2)[C:20]2[CH:25]=[CH:24][CH:23]=[CH:22][CH:21]=2)[CH:12]=1. The catalyst class is: 4. (2) Reactant: [ClH:1].[Si:2]([O:19][C@H:20]([C:34]1[S:35][CH:36]=[CH:37][N:38]=1)[C@H:21]1[CH2:26][CH2:25][CH2:24][N:23](C(OC(C)(C)C)=O)[CH2:22]1)([C:15]([CH3:18])([CH3:17])[CH3:16])([C:9]1[CH:14]=[CH:13][CH:12]=[CH:11][CH:10]=1)[C:3]1[CH:8]=[CH:7][CH:6]=[CH:5][CH:4]=1. Product: [ClH:1].[Si:2]([O:19][C@H:20]([C:34]1[S:35][CH:36]=[CH:37][N:38]=1)[C@H:21]1[CH2:26][CH2:25][CH2:24][NH2+:23][CH2:22]1)([C:15]([CH3:18])([CH3:17])[CH3:16])([C:9]1[CH:10]=[CH:11][CH:12]=[CH:13][CH:14]=1)[C:3]1[CH:8]=[CH:7][CH:6]=[CH:5][CH:4]=1. The catalyst class is: 4. (3) Reactant: [CH3:1][C@H:2]1[CH2:7][C@@H:6]([C:8]([O:10]C)=[O:9])[CH2:5][CH2:4][N:3]1[C:12]([O:14][C:15]([CH3:18])([CH3:17])[CH3:16])=[O:13].[OH-].[Li+]. Product: [C:15]([O:14][C:12]([N:3]1[CH2:4][CH2:5][C@H:6]([C:8]([OH:10])=[O:9])[CH2:7][C@@H:2]1[CH3:1])=[O:13])([CH3:18])([CH3:16])[CH3:17]. The catalyst class is: 30. (4) Reactant: [NH:1]1[C:9]2[C:4](=[CH:5][CH:6]=[CH:7][C:8]=2[C:10]([OH:12])=O)[CH:3]=[CH:2]1.CN(C(ON1N=NC2C=CC=CC1=2)=[N+](C)C)C.[B-](F)(F)(F)F.C(N(CC)C(C)C)(C)C.[C:44]([C:48]1[CH:65]=[CH:64][C:51]([CH2:52][NH:53][CH2:54][C@@H:55]([C:57]2[CH:62]=[CH:61][C:60]([Cl:63])=[CH:59][CH:58]=2)[OH:56])=[CH:50][CH:49]=1)([CH3:47])([CH3:46])[CH3:45]. Product: [C:44]([C:48]1[CH:65]=[CH:64][C:51]([CH2:52][N:53]([CH2:54][C@@H:55]([C:57]2[CH:58]=[CH:59][C:60]([Cl:63])=[CH:61][CH:62]=2)[OH:56])[C:10]([C:8]2[CH:7]=[CH:6][CH:5]=[C:4]3[C:9]=2[NH:1][CH:2]=[CH:3]3)=[O:12])=[CH:50][CH:49]=1)([CH3:47])([CH3:45])[CH3:46]. The catalyst class is: 18. (5) Reactant: [BH4-].[Na+].[F:3][C:4]1[CH:5]=[C:6]([CH:9]=[C:10]([F:12])[CH:11]=1)[CH:7]=[O:8]. Product: [F:3][C:4]1[CH:5]=[C:6]([CH:9]=[C:10]([F:12])[CH:11]=1)[CH2:7][OH:8]. The catalyst class is: 8. (6) Reactant: CS(O[CH:6]1[CH2:9][N:8](C(C2C=CC=CC=2)C2C=CC=CC=2)[CH2:7]1)(=O)=O.[Cl:23][C:24]1[CH:29]=[CH:28][C:27]([C:30]#[N:31])=[CH:26][C:25]=1[OH:32].C([O-])([O-])=O.[Cs+].[Cs+].C(=O)([O-])[O-].[K+].[K+]. Product: [ClH:23].[NH:8]1[CH2:9][CH:6]([O:32][C:25]2[CH:26]=[C:27]([CH:28]=[CH:29][C:24]=2[Cl:23])[C:30]#[N:31])[CH2:7]1. The catalyst class is: 23. (7) Reactant: [Cl:1][C:2]1[CH:7]=[CH:6][C:5]([N+:8]([O-])=O)=[C:4]([O:11][CH3:12])[C:3]=1[C:13]([F:16])([F:15])[F:14].O.O.[Sn](Cl)(Cl)(Cl)Cl. Product: [Cl:1][C:2]1[CH:7]=[CH:6][C:5]([NH2:8])=[C:4]([O:11][CH3:12])[C:3]=1[C:13]([F:14])([F:15])[F:16]. The catalyst class is: 25. (8) Reactant: [CH3:1][S:2]([C:5]1[CH:10]=[CH:9][C:8]([C:11]2[S:15][C:14]3[CH:16]=[C:17]([OH:20])[CH:18]=[CH:19][C:13]=3[C:12]=2[O:21][C:22]2[CH:27]=[CH:26][C:25]([O:28][CH2:29][CH2:30][N:31]3[CH2:36][CH2:35][CH2:34][CH2:33][CH2:32]3)=[CH:24][CH:23]=2)=[CH:7][CH:6]=1)(=[O:4])=[O:3].[ClH:37]. Product: [ClH:37].[CH3:1][S:2]([C:5]1[CH:6]=[CH:7][C:8]([C:11]2[S:15][C:14]3[CH:16]=[C:17]([OH:20])[CH:18]=[CH:19][C:13]=3[C:12]=2[O:21][C:22]2[CH:27]=[CH:26][C:25]([O:28][CH2:29][CH2:30][N:31]3[CH2:36][CH2:35][CH2:34][CH2:33][CH2:32]3)=[CH:24][CH:23]=2)=[CH:9][CH:10]=1)(=[O:3])=[O:4]. The catalyst class is: 698. (9) Product: [CH2:1]([N:8]1[CH:13]([CH2:14][F:15])[CH2:12][O:11][C:10]([CH2:17][CH:18]([OH:20])[CH3:19])([CH3:16])[C:9]1=[O:38])[C:2]1[CH:3]=[CH:4][CH:5]=[CH:6][CH:7]=1. The catalyst class is: 7. Reactant: [CH2:1]([N:8]1[CH:13]([CH2:14][F:15])[CH2:12][O:11][C:10]([CH2:17][CH:18]([O:20][Si](C(C)(C)C)(C2C=CC=CC=2)C2C=CC=CC=2)[CH3:19])([CH3:16])[C:9]1=[O:38])[C:2]1[CH:7]=[CH:6][CH:5]=[CH:4][CH:3]=1.[F-].C([N+](CCCC)(CCCC)CCCC)CCC.